This data is from Forward reaction prediction with 1.9M reactions from USPTO patents (1976-2016). The task is: Predict the product of the given reaction. (1) Given the reactants Cl.[CH3:2][O:3][C:4]1[N:9]=[CH:8][C:7]([C:10]2[CH:19]=[CH:18][C:17]3[N:16]=[CH:15][C:14]4[CH2:20][N:21]([CH3:31])[C:22](=[O:30])[N:23]([CH:24]5[CH2:29][CH2:28][NH:27][CH2:26][CH2:25]5)[C:13]=4[C:12]=3[N:11]=2)=[CH:6][CH:5]=1.[C:32](O)(=[O:36])[C@@H:33]([CH3:35])[OH:34].ON1C2C=CC=CC=2N=N1.Cl.C(N=C=NCCCN(C)C)C, predict the reaction product. The product is: [OH:34][C@H:33]([CH3:35])[C:32]([N:27]1[CH2:28][CH2:29][CH:24]([N:23]2[C:13]3[C:12]4[N:11]=[C:10]([C:7]5[CH:8]=[N:9][C:4]([O:3][CH3:2])=[CH:5][CH:6]=5)[CH:19]=[CH:18][C:17]=4[N:16]=[CH:15][C:14]=3[CH2:20][N:21]([CH3:31])[C:22]2=[O:30])[CH2:25][CH2:26]1)=[O:36]. (2) Given the reactants [CH3:1][O:2][C:3]1[CH:10]=[CH:9][C:6]([CH2:7][OH:8])=[CH:5][CH:4]=1.[H-].[Na+].[Cl:13][C:14]1[CH:19]=[C:18](Cl)[N:17]=[C:16]([S:21][CH3:22])[N:15]=1.O, predict the reaction product. The product is: [Cl:13][C:14]1[CH:19]=[C:18]([O:8][CH2:7][C:6]2[CH:9]=[CH:10][C:3]([O:2][CH3:1])=[CH:4][CH:5]=2)[N:17]=[C:16]([S:21][CH3:22])[N:15]=1. (3) Given the reactants [N+:1]([O-:4])([OH:3])=[O:2].C(OC(=O)C)(=O)C.O[CH2:13][CH2:14][C:15]1[S:19][C:18]([NH:20][C:21](=[O:28])[C:22]2[CH:27]=[CH:26][CH:25]=[N:24][CH:23]=2)=[N:17][C:16]=1[CH3:29].C([O-])(O)=O.[Na+].C(=O)=O, predict the reaction product. The product is: [CH3:29][C:16]1[N:17]=[C:18]([NH:20][C:21](=[O:28])[C:22]2[CH:27]=[CH:26][CH:25]=[N:24][CH:23]=2)[S:19][C:15]=1[CH2:14][CH2:13][O:2][N+:1]([O-:4])=[O:3]. (4) Given the reactants [CH2:1]([C:3]([C:28]1[CH:41]=[CH:40][C:31]([O:32][CH2:33][C@H:34]2[O:38][C:37](=[O:39])[CH2:36][CH2:35]2)=[C:30]([CH3:42])[CH:29]=1)([C:6]1[CH:11]=[CH:10][C:9]([C:12]#[C:13][C:14]([O:23]COC)([C:19]([F:22])([F:21])[F:20])[C:15]([F:18])([F:17])[F:16])=[C:8]([CH3:27])[CH:7]=1)[CH2:4][CH3:5])[CH3:2], predict the reaction product. The product is: [CH2:1]([C:3]([C:28]1[CH:41]=[CH:40][C:31]([O:32][CH2:33][C@H:34]2[O:38][C:37](=[O:39])[CH2:36][CH2:35]2)=[C:30]([CH3:42])[CH:29]=1)([C:6]1[CH:11]=[CH:10][C:9]([C:12]#[C:13][C:14]([OH:23])([C:15]([F:17])([F:18])[F:16])[C:19]([F:22])([F:21])[F:20])=[C:8]([CH3:27])[CH:7]=1)[CH2:4][CH3:5])[CH3:2]. (5) Given the reactants [O:1]=[O+][O-].[F:4][C:5]1[CH:10]=[CH:9][C:8]([F:11])=[CH:7][C:6]=1[C:12]1([S:26]([C:29]2[CH:34]=[CH:33][C:32]([CH:35]=C)=[CH:31][CH:30]=2)(=[O:28])=[O:27])[CH2:17][CH2:16][CH:15]([NH:18][S:19]([C:22]([F:25])([F:24])[F:23])(=[O:21])=[O:20])[CH2:14][CH2:13]1.CSC, predict the reaction product. The product is: [F:4][C:5]1[CH:10]=[CH:9][C:8]([F:11])=[CH:7][C:6]=1[C:12]1([S:26]([C:29]2[CH:34]=[CH:33][C:32]([CH:35]=[O:1])=[CH:31][CH:30]=2)(=[O:28])=[O:27])[CH2:17][CH2:16][CH:15]([NH:18][S:19]([C:22]([F:25])([F:24])[F:23])(=[O:21])=[O:20])[CH2:14][CH2:13]1. (6) Given the reactants C[O:2][C:3]([C:5]1[C:6]2[N:7]([N:24]=[C:25]([C:27]3[O:28][CH:29]=[CH:30][CH:31]=3)[N:26]=2)[CH:8]=[C:9]([N:11]2[CH2:16][CH2:15][N:14]([C:17]([O:19][C:20]([CH3:23])([CH3:22])[CH3:21])=[O:18])[CH2:13][CH2:12]2)[N:10]=1)=[O:4], predict the reaction product. The product is: [C:20]([O:19][C:17]([N:14]1[CH2:13][CH2:12][N:11]([C:9]2[N:10]=[C:5]([C:3]([OH:4])=[O:2])[C:6]3[N:7]([N:24]=[C:25]([C:27]4[O:28][CH:29]=[CH:30][CH:31]=4)[N:26]=3)[CH:8]=2)[CH2:16][CH2:15]1)=[O:18])([CH3:23])([CH3:21])[CH3:22].